From a dataset of Forward reaction prediction with 1.9M reactions from USPTO patents (1976-2016). Predict the product of the given reaction. (1) Given the reactants [C:1]([O:4][C:5]1[C:6]([O:27][CH2:28][CH3:29])=[CH:7][CH:8]=[C:9]2[C:14]=1[CH:13]=[N:12][CH:11]=[C:10]2[CH2:15][C:16]1[CH:21]=[C:20]([O:22][CH3:23])[C:19]([O:24][CH3:25])=[C:18]([Br:26])[CH:17]=1)(=[O:3])[CH3:2].O.Cl([O-])=[O:32].[Na+].ON1C(=O)C2=CC=CC=C2C1=O, predict the reaction product. The product is: [C:1]([O:4][C:5]1[C:6]([O:27][CH2:28][CH3:29])=[CH:7][CH:8]=[C:9]2[C:14]=1[CH:13]=[N:12][CH:11]=[C:10]2[C:15](=[O:32])[C:16]1[CH:21]=[C:20]([O:22][CH3:23])[C:19]([O:24][CH3:25])=[C:18]([Br:26])[CH:17]=1)(=[O:3])[CH3:2]. (2) Given the reactants N[C@H:2]1[CH2:7][CH2:6][N:5]([C:8]([O:10][C:11]([CH3:14])([CH3:13])[CH3:12])=[O:9])[CH2:4][C@@H:3]1[C:15]([O:17][CH3:18])=[O:16].C(N([CH2:24][CH3:25])CC)C, predict the reaction product. The product is: [CH2:11]([O:10][C:8]([C@H:2]1[CH2:7][CH2:6][N:5]([C:8]([O:10][C:11]([CH3:14])([CH3:13])[CH3:12])=[O:9])[CH2:4][C@H:3]1[C:15]([O:17][CH3:18])=[O:16])=[O:9])[C:25]1[CH:24]=[CH:4][CH:3]=[CH:2][CH:7]=1. (3) Given the reactants Br[CH2:2][C:3]1[N:7]([CH3:8])[N:6]([C:9]2[CH:14]=[CH:13][C:12]([F:15])=[CH:11][CH:10]=2)[C:5](=[O:16])[C:4]=1[CH:17]1[CH2:19][CH2:18]1.[F:20][C:21]1[CH:26]=[CH:25][C:24]([OH:27])=[CH:23][CH:22]=1.C(=O)([O-])[O-].[Cs+].[Cs+].[I-].[K+], predict the reaction product. The product is: [CH:17]1([C:4]2[C:5](=[O:16])[N:6]([C:9]3[CH:14]=[CH:13][C:12]([F:15])=[CH:11][CH:10]=3)[N:7]([CH3:8])[C:3]=2[CH2:2][O:27][C:24]2[CH:25]=[CH:26][C:21]([F:20])=[CH:22][CH:23]=2)[CH2:19][CH2:18]1. (4) The product is: [N:1]1([CH2:15][C:16]2[N:20]([CH2:21][CH2:22][CH2:23][CH2:24][CH2:25][NH2:26])[C:19]3[CH:27]=[CH:28][CH:29]=[CH:30][C:18]=3[N:17]=2)[C@H:14]2[C@@H:5]([CH2:6][CH2:7][C:8]3[C:13]2=[N:12][CH:11]=[CH:10][CH:9]=3)[CH2:4][CH2:3][CH2:2]1. Given the reactants [N:1]1([CH2:15][C:16]2[N:20]([CH2:21][CH2:22][CH2:23][CH2:24][C:25]#[N:26])[C:19]3[CH:27]=[CH:28][CH:29]=[CH:30][C:18]=3[N:17]=2)[C@H:14]2[C@@H:5]([CH2:6][CH2:7][C:8]3[C:13]2=[N:12][CH:11]=[CH:10][CH:9]=3)[CH2:4][CH2:3][CH2:2]1, predict the reaction product. (5) The product is: [CH3:14][S:13][C:4]1[N:3]=[C:2]([NH:24][C:21]2([C:15]3[CH:20]=[CH:19][CH:18]=[CH:17][CH:16]=3)[CH2:23][CH2:22]2)[C:7]([C:8]([O:10][CH2:11][CH3:12])=[O:9])=[CH:6][N:5]=1. Given the reactants Cl[C:2]1[C:7]([C:8]([O:10][CH2:11][CH3:12])=[O:9])=[CH:6][N:5]=[C:4]([S:13][CH3:14])[N:3]=1.[C:15]1([C:21]2([NH2:24])[CH2:23][CH2:22]2)[CH:20]=[CH:19][CH:18]=[CH:17][CH:16]=1.CCN(C(C)C)C(C)C, predict the reaction product.